Dataset: Forward reaction prediction with 1.9M reactions from USPTO patents (1976-2016). Task: Predict the product of the given reaction. (1) Given the reactants Br[C:2]1[CH:6]=[CH:5][S:4][C:3]=1[CH:7]=[O:8].[F:9][C:10]([F:21])([F:20])[C:11]1[CH:12]=[C:13](B(O)O)[CH:14]=[CH:15][CH:16]=1.C(=O)([O-])[O-].[Na+].[Na+].O, predict the reaction product. The product is: [F:9][C:10]([F:21])([F:20])[C:11]1[CH:12]=[CH:13][C:14]([C:6]2[CH:2]=[C:3]([CH:7]=[O:8])[S:4][CH:5]=2)=[CH:15][CH:16]=1. (2) The product is: [Cl:1][C:2]1[CH:3]=[N:4][C:5]2[N:6]([N:8]=[C:9]([C:11]([N:25]3[CH2:24][CH:23]=[C:22]([C:18]4[CH:19]=[CH:20][CH:21]=[C:16]([C:15]([F:14])([F:28])[F:29])[CH:17]=4)[CH2:27][CH2:26]3)=[O:13])[CH:10]=2)[CH:7]=1. Given the reactants [Cl:1][C:2]1[CH:3]=[N:4][C:5]2[N:6]([N:8]=[C:9]([C:11]([OH:13])=O)[CH:10]=2)[CH:7]=1.[F:14][C:15]([F:29])([F:28])[C:16]1[CH:17]=[C:18]([C:22]2[CH2:23][CH2:24][NH:25][CH2:26][CH:27]=2)[CH:19]=[CH:20][CH:21]=1, predict the reaction product. (3) The product is: [Cl:17][C:14]1[CH:15]=[C:16]2[NH:8][C:9](=[O:32])[C:10]3([CH:18]([C:19]4[CH:24]=[C:23]([Cl:25])[CH:22]=[CH:21][C:20]=4[O:26][CH2:27][S:28]([CH3:31])(=[O:30])=[O:29])[CH2:43][C:42](=[O:44])[NH:41][CH:40]3[C:38]3[CH:39]=[C:34]([F:33])[CH:35]=[CH:36][C:37]=3[CH3:49])[C:11]2=[CH:12][CH:13]=1. Given the reactants C(OC([N:8]1[C:16]2[C:11](=[CH:12][CH:13]=[C:14]([Cl:17])[CH:15]=2)/[C:10](=[CH:18]/[C:19]2[CH:24]=[C:23]([Cl:25])[CH:22]=[CH:21][C:20]=2[O:26][CH2:27][S:28]([CH3:31])(=[O:30])=[O:29])/[C:9]1=[O:32])=O)(C)(C)C.[F:33][C:34]1[CH:35]=[CH:36][C:37]([CH3:49])=[C:38]([CH:40]=[N:41][C:42]([O:44][Si](C)(C)C)=[CH2:43])[CH:39]=1, predict the reaction product. (4) Given the reactants [Cl-].O[NH3+:3].[C:4](=[O:7])([O-])[OH:5].[Na+].CS(C)=O.[CH2:13]([C:15]1[N:16]=[C:17]([CH2:45][CH2:46][CH3:47])[N:18]([CH2:30][C:31]2[CH:36]=[CH:35][C:34]([C:37]3[C:38]([C:43]#[N:44])=[CH:39][CH:40]=[CH:41][CH:42]=3)=[CH:33][CH:32]=2)[C:19](=[O:29])[C:20]=1[C:21]([N:23]1[CH2:28][CH2:27][O:26][CH2:25][CH2:24]1)=[O:22])[CH3:14], predict the reaction product. The product is: [CH2:13]([C:15]1[N:16]=[C:17]([CH2:45][CH2:46][CH3:47])[N:18]([CH2:30][C:31]2[CH:36]=[CH:35][C:34]([C:37]3[CH:42]=[CH:41][CH:40]=[CH:39][C:38]=3[C:43]3[NH:3][C:4](=[O:7])[O:5][N:44]=3)=[CH:33][CH:32]=2)[C:19](=[O:29])[C:20]=1[C:21]([N:23]1[CH2:24][CH2:25][O:26][CH2:27][CH2:28]1)=[O:22])[CH3:14]. (5) Given the reactants [F:1][C:2]1([F:22])[CH2:6][C@H:5]([CH:7]=O)[N:4]([CH2:9][CH2:10][C:11]2[CH:20]=[CH:19][C:14]([C:15]([O:17][CH3:18])=[O:16])=[CH:13][CH:12]=2)[C:3]1=[O:21].COP([CH2:29][C:30](=[O:38])[CH:31]([CH3:37])[CH2:32][C:33]#[C:34][CH2:35][CH3:36])(=O)OC, predict the reaction product. The product is: [F:1][C:2]1([F:22])[CH2:6][C@H:5](/[CH:7]=[CH:29]/[CH:30]([OH:38])[CH:31]([CH3:37])[CH2:32][C:33]#[C:34][CH2:35][CH3:36])[N:4]([CH2:9][CH2:10][C:11]2[CH:20]=[CH:19][C:14]([C:15]([O:17][CH3:18])=[O:16])=[CH:13][CH:12]=2)[C:3]1=[O:21]. (6) Given the reactants O[C:2]1([CH3:11])[CH2:5][CH:4]([C:6]([O:8][CH2:9][CH3:10])=[O:7])[CH2:3]1.CCN(S(F)(F)[F:18])CC, predict the reaction product. The product is: [F:18][C:2]1([CH3:11])[CH2:5][CH:4]([C:6]([O:8][CH2:9][CH3:10])=[O:7])[CH2:3]1. (7) Given the reactants N(C(OCC1C2C(=CC=CC=2)C2C1=CC=CC=2)=O)[C@@H](C(O)=O)CCC(=O)[OH:6].[CH2:28]1[CH2:33][CH2:32][CH:31]([N:34]=[C:35]=[N:36][CH:37]2[CH2:42][CH2:41][CH2:40][CH2:39][CH2:38]2)[CH2:30][CH2:29]1, predict the reaction product. The product is: [CH:37]1([NH:36][C:35]([NH:34][CH:31]2[CH2:30][CH2:29][CH2:28][CH2:33][CH2:32]2)=[O:6])[CH2:42][CH2:41][CH2:40][CH2:39][CH2:38]1. (8) Given the reactants [F:1][C:2]([F:22])([F:21])[C:3]1[S:4][C:5]2[CH:10]=[C:9]([O:11][NH:12][C:13](=[O:19])[O:14][C:15]([CH3:18])([CH3:17])C)[N:8]=[CH:7][C:6]=2[N:20]=1.C(N(CC)CC)C.[C:30]1(OC(Cl)=O)[CH:35]=CC=C[CH:31]=1.[Cl-].[NH4+], predict the reaction product. The product is: [F:22][C:2]([F:1])([F:21])[C:3]1[S:4][C:5]2[CH:10]=[C:9]([O:11][NH:12][C:13](=[O:19])[O:14][C:15]3[CH:17]=[CH:35][CH:30]=[CH:31][CH:18]=3)[N:8]=[CH:7][C:6]=2[N:20]=1. (9) The product is: [Br:11][CH2:1][C:2]1[CH:3]=[C:4]([CH:8]=[CH:9][CH:10]=1)[C:5]([OH:7])=[O:6]. Given the reactants [CH3:1][C:2]1[CH:3]=[C:4]([CH:8]=[CH:9][CH:10]=1)[C:5]([OH:7])=[O:6].[Br:11]NC(=O)CCC(N)=O, predict the reaction product.